This data is from Catalyst prediction with 721,799 reactions and 888 catalyst types from USPTO. The task is: Predict which catalyst facilitates the given reaction. (1) Product: [CH3:25][O:26][C:27](=[O:72])[NH:28][C@H:29]([C:43](=[O:71])[NH:44][CH2:45][CH2:46][CH2:47][CH2:48][C@H:49]([N:56]([S:61]([C:64]1[CH:65]=[CH:66][C:67]([NH2:70])=[C:68]([F:79])[CH:69]=1)(=[O:62])=[O:63])[CH2:57][CH:58]([CH3:60])[CH3:59])[CH2:50][O:51][P:52]([O:55][CH2:24][CH3:19])([O:54][CH2:83][CH3:84])=[O:53])[CH:30]([C:37]1[CH:42]=[CH:41][CH:40]=[CH:39][CH:38]=1)[C:31]1[CH:32]=[CH:33][CH:34]=[CH:35][CH:36]=1. Reactant: N1(C(N[C@@H](CC2[C:24]3[C:19](=CC=CC=3)C=CC=2)C(O)=O)=O)CCOCC1.[CH3:25][O:26][C:27](=[O:72])[NH:28][C@H:29]([C:43](=[O:71])[NH:44][CH2:45][CH2:46][CH2:47][CH2:48][C@H:49]([N:56]([S:61]([C:64]1[CH:69]=[CH:68][C:67]([NH2:70])=[CH:66][CH:65]=1)(=[O:63])=[O:62])[CH2:57][CH:58]([CH3:60])[CH3:59])[CH2:50][O:51][P:52]([OH:55])([OH:54])=[O:53])[CH:30]([C:37]1[CH:42]=[CH:41][CH:40]=[CH:39][CH:38]=1)[C:31]1[CH:36]=[CH:35][CH:34]=[CH:33][CH:32]=1.[B-](F)(F)(F)F.[B-](F)(F)(F)[F:79].[CH2:83]1[N+]2(CCl)CC[N+](F)(CC2)[CH2:84]1. The catalyst class is: 23. (2) Reactant: [C:1]([CH2:4][CH2:5][C:6]1[C:7]([CH3:13])=[C:8]([CH:11]=O)[NH:9][CH:10]=1)([OH:3])=[O:2].[CH3:14][O:15][C:16]1[CH:17]=[C:18]([C:22]2[CH:30]=[C:29]3[C:25]([CH2:26][C:27](=[O:31])[NH:28]3)=[CH:24][CH:23]=2)[CH:19]=[CH:20][CH:21]=1. Product: [CH3:14][O:15][C:16]1[CH:17]=[C:18]([C:22]2[CH:30]=[C:29]3[C:25]([C:26](=[CH:11][C:8]4[NH:9][CH:10]=[C:6]([CH2:5][CH2:4][C:1]([OH:3])=[O:2])[C:7]=4[CH3:13])[C:27](=[O:31])[NH:28]3)=[CH:24][CH:23]=2)[CH:19]=[CH:20][CH:21]=1. The catalyst class is: 495. (3) Reactant: [CH2:1]([N:8]([CH2:45][C:46]1[CH:51]=[CH:50][CH:49]=[CH:48][CH:47]=1)[CH2:9][CH2:10][N:11]1[C:16]2[CH:17]=[C:18]([C:22]([N:24]([CH:38]([CH3:40])[CH3:39])[C@@H:25]3[CH2:30][CH2:29][CH2:28][N:27]([C:31]([O:33][C:34]([CH3:37])([CH3:36])[CH3:35])=[O:32])[CH2:26]3)=[O:23])[C:19]([CH3:21])=[CH:20][C:15]=2[O:14][C:13]([CH2:42][OH:43])([CH3:41])[C:12]1=[O:44])[C:2]1[CH:7]=[CH:6][CH:5]=[CH:4][CH:3]=1.[H-].[Na+].[CH3:54]I.[Cl-].[NH4+]. Product: [CH2:1]([N:8]([CH2:45][C:46]1[CH:47]=[CH:48][CH:49]=[CH:50][CH:51]=1)[CH2:9][CH2:10][N:11]1[C:16]2[CH:17]=[C:18]([C:22]([N:24]([CH:38]([CH3:39])[CH3:40])[C@@H:25]3[CH2:30][CH2:29][CH2:28][N:27]([C:31]([O:33][C:34]([CH3:36])([CH3:37])[CH3:35])=[O:32])[CH2:26]3)=[O:23])[C:19]([CH3:21])=[CH:20][C:15]=2[O:14][C:13]([CH2:42][O:43][CH3:54])([CH3:41])[C:12]1=[O:44])[C:2]1[CH:7]=[CH:6][CH:5]=[CH:4][CH:3]=1. The catalyst class is: 42. (4) Reactant: [CH:1]1([C:7]2[CH:12]=[CH:11][C:10]([CH:13]3[CH:15]([C:16](=[O:28])[C:17]4[CH:22]=[CH:21][C:20]([O:23][C:24]([F:27])([F:26])[F:25])=[CH:19][CH:18]=4)[CH:14]3[C:29]3[CH:37]=[CH:36][C:32]([C:33](O)=[O:34])=[CH:31][CH:30]=3)=[CH:9][CH:8]=2)[CH2:6][CH2:5][CH2:4][CH2:3][CH2:2]1.Cl.CN(C)CCCN=C=NCC.O.ON1C2C=CC=CC=2N=N1.Cl.[CH3:62][O:63][C:64](=[O:68])[CH2:65][CH2:66][NH2:67].C(N(C(C)C)CC)(C)C. Product: [CH3:62][O:63][C:64](=[O:68])[CH2:65][CH2:66][NH:67][C:33](=[O:34])[C:32]1[CH:31]=[CH:30][C:29]([CH:14]2[CH:15]([C:16](=[O:28])[C:17]3[CH:22]=[CH:21][C:20]([O:23][C:24]([F:26])([F:27])[F:25])=[CH:19][CH:18]=3)[CH:13]2[C:10]2[CH:9]=[CH:8][C:7]([CH:1]3[CH2:6][CH2:5][CH2:4][CH2:3][CH2:2]3)=[CH:12][CH:11]=2)=[CH:37][CH:36]=1. The catalyst class is: 3. (5) Reactant: [Br:1][C:2]1[CH:3]=[C:4]([C:8]2([C:16]3[CH:21]=[CH:20][C:19]([O:22]C)=[CH:18][CH:17]=3)[NH:12][C:11](=[S:13])[N:10]([CH3:14])[C:9]2=[O:15])[CH:5]=[N:6][CH:7]=1.B(Br)(Br)Br.O.[OH-].[NH4+]. Product: [Br:1][C:2]1[CH:3]=[C:4]([C:8]2([C:16]3[CH:21]=[CH:20][C:19]([OH:22])=[CH:18][CH:17]=3)[NH:12][C:11](=[S:13])[N:10]([CH3:14])[C:9]2=[O:15])[CH:5]=[N:6][CH:7]=1. The catalyst class is: 4.